From a dataset of Experimentally validated miRNA-target interactions with 360,000+ pairs, plus equal number of negative samples. Binary Classification. Given a miRNA mature sequence and a target amino acid sequence, predict their likelihood of interaction. The miRNA is hsa-miR-4464 with sequence AAGGUUUGGAUAGAUGCAAUA. The protein sequence of the target gene is MSSCASLGGPVPLPPPGPSAALTSGAPARALHVELPSQQRRLRHLRNIAARNIVNRNGHQLLDTYFTLHLCDNEKIFKEFYRSEVIKNSLNPTWRSLDFGIMPDRLDTSVSCFVVKIWGGKEEAFQLLIEWKVYLDGLKYLGQQIHARNQNEIIFGLNDGYYGAPCEHKGHPNAQKNLLQVDQNCVRNSYDVFSLLRLHRAQCAIKQTQVTVQRLGKEIEEKLRLTSTSNELKKESECLRLKILVLRNELERQKKALGREVAFLHKQQMALQDKGSAFSTEHGKLQLQKDSLSELRKECT.... Result: 0 (no interaction).